From a dataset of Peptide-MHC class II binding affinity with 134,281 pairs from IEDB. Regression. Given a peptide amino acid sequence and an MHC pseudo amino acid sequence, predict their binding affinity value. This is MHC class II binding data. (1) The peptide sequence is VRFSWLSLLVPFVQW. The MHC is HLA-DQA10102-DQB10602 with pseudo-sequence HLA-DQA10102-DQB10602. The binding affinity (normalized) is 0.398. (2) The peptide sequence is AEIGSAISTANGAAA. The MHC is HLA-DPA10201-DPB10101 with pseudo-sequence HLA-DPA10201-DPB10101. The binding affinity (normalized) is 0.324. (3) The peptide sequence is CPLDHVNTLHFLTRG. The MHC is DRB1_1101 with pseudo-sequence DRB1_1101. The binding affinity (normalized) is 0.826. (4) The peptide sequence is LDAAYSVAYKAAVGA. The MHC is HLA-DQA10102-DQB10602 with pseudo-sequence HLA-DQA10102-DQB10602. The binding affinity (normalized) is 0.691. (5) The MHC is DRB3_0202 with pseudo-sequence DRB3_0202. The binding affinity (normalized) is 0.245. The peptide sequence is AAAQASAAAAAYEAA. (6) The peptide sequence is QAAVVRFQEAANKQK. The MHC is DRB1_1602 with pseudo-sequence DRB1_1602. The binding affinity (normalized) is 0. (7) The peptide sequence is IVIIVLIVITGIKAV. The MHC is DRB1_0101 with pseudo-sequence DRB1_0101. The binding affinity (normalized) is 0.192. (8) The peptide sequence is TCDDPRFQDSSSSKAPPPSLPSPSRLPGPSDTPILPQ. The MHC is DRB1_1501 with pseudo-sequence DRB1_1501. The binding affinity (normalized) is 0.